Dataset: Peptide-MHC class II binding affinity with 134,281 pairs from IEDB. Task: Regression. Given a peptide amino acid sequence and an MHC pseudo amino acid sequence, predict their binding affinity value. This is MHC class II binding data. (1) The peptide sequence is EVFFQRLGIASGRARY. The MHC is HLA-DPA10201-DPB10501 with pseudo-sequence HLA-DPA10201-DPB10501. The binding affinity (normalized) is 0.304. (2) The MHC is DRB5_0101 with pseudo-sequence DRB5_0101. The binding affinity (normalized) is 0.253. The peptide sequence is VIIHGLHLYGCSTSV.